Task: Predict the product of the given reaction.. Dataset: Forward reaction prediction with 1.9M reactions from USPTO patents (1976-2016) (1) Given the reactants [CH3:1][N:2]([CH3:27])[CH2:3][CH2:4][N:5]1[C:9]2[CH:10]=[CH:11][C:12]([S:14]([C@H:17]3[CH2:21][CH2:20][NH:19][CH2:18]3)(=[O:16])=[O:15])=[CH:13][C:8]=2[N:7]=[C:6]1[CH2:22][C:23]([CH3:26])([CH3:25])[CH3:24].C=O.[CH:30](O)=O, predict the reaction product. The product is: [CH3:1][N:2]([CH3:27])[CH2:3][CH2:4][N:5]1[C:9]2[CH:10]=[CH:11][C:12]([S:14]([C@H:17]3[CH2:21][CH2:20][N:19]([CH3:30])[CH2:18]3)(=[O:15])=[O:16])=[CH:13][C:8]=2[N:7]=[C:6]1[CH2:22][C:23]([CH3:24])([CH3:26])[CH3:25]. (2) Given the reactants [Cl:1][C:2]1[CH:45]=[CH:44][C:5]([CH2:6][C@@H:7]([NH:28][CH:29]2[CH2:34][CH2:33][N:32]([CH2:35][CH2:36][O:37]C3CCCCO3)[CH2:31][CH2:30]2)[C:8]([N:10]2[CH2:15][CH2:14][C:13]([CH:22]3[CH2:27][CH2:26][CH2:25][CH2:24][CH2:23]3)([CH2:16][N:17]3[CH:21]=[N:20][CH:19]=[N:18]3)[CH2:12][CH2:11]2)=[O:9])=[CH:4][CH:3]=1, predict the reaction product. The product is: [Cl:1][C:2]1[CH:45]=[CH:44][C:5]([CH2:6][C@@H:7]([NH:28][CH:29]2[CH2:30][CH2:31][N:32]([CH2:35][CH2:36][OH:37])[CH2:33][CH2:34]2)[C:8]([N:10]2[CH2:11][CH2:12][C:13]([CH:22]3[CH2:23][CH2:24][CH2:25][CH2:26][CH2:27]3)([CH2:16][N:17]3[CH:21]=[N:20][CH:19]=[N:18]3)[CH2:14][CH2:15]2)=[O:9])=[CH:4][CH:3]=1. (3) Given the reactants [CH3:1][O:2][C:3]1[CH:4]=[C:5]([C:11]2[C:20]3[C:15](=[CH:16][CH:17]=[C:18]([C:21]4[CH:22]=[CH:23][C:24]([C:27]#[N:28])=[N:25][CH:26]=4)[CH:19]=3)[N:14]=[CH:13][N:12]=2)[CH:6]=[CH:7][C:8]=1[O:9][CH3:10].[Li+].[OH-:30].Cl, predict the reaction product. The product is: [CH3:1][O:2][C:3]1[CH:4]=[C:5]([C:11]2[C:20]3[C:15](=[CH:16][CH:17]=[C:18]([C:21]4[CH:22]=[CH:23][C:24]([C:27]([NH2:28])=[O:30])=[N:25][CH:26]=4)[CH:19]=3)[N:14]=[CH:13][N:12]=2)[CH:6]=[CH:7][C:8]=1[O:9][CH3:10]. (4) Given the reactants C([O:8][C:9]1[CH:18]=[C:17]2[C:12]([C:13]([NH:19][C:20]3[CH:24]=[C:23]([CH2:25][C:26]([NH:28][C:29]4[CH:34]=[CH:33][CH:32]=[C:31]([F:35])[CH:30]=4)=[O:27])[NH:22][N:21]=3)=[N:14][CH:15]=[N:16]2)=[CH:11][C:10]=1[F:36])C1C=CC=CC=1.C(OCC)C, predict the reaction product. The product is: [F:36][C:10]1[CH:11]=[C:12]2[C:17](=[CH:18][C:9]=1[OH:8])[N:16]=[CH:15][N:14]=[C:13]2[NH:19][C:20]1[CH:24]=[C:23]([CH2:25][C:26]([NH:28][C:29]2[CH:34]=[CH:33][CH:32]=[C:31]([F:35])[CH:30]=2)=[O:27])[NH:22][N:21]=1. (5) Given the reactants [CH3:1][C:2]1([C:7]2[O:11][C:10]([CH2:12][N:13]3[N:17]=[C:16]([NH2:18])[CH:15]=[N:14]3)=[CH:9][CH:8]=2)[O:6]CCO1.[CH3:19][O:20][C:21]1[CH:22]=[C:23]([C:27]2[O:31][C:30]([CH3:32])=[N:29][C:28]=2[C:33](O)=[O:34])[CH:24]=[CH:25][CH:26]=1, predict the reaction product. The product is: [C:2]([C:7]1[O:11][C:10]([CH2:12][N:13]2[N:17]=[C:16]([NH:18][C:33]([C:28]3[N:29]=[C:30]([CH3:32])[O:31][C:27]=3[C:23]3[CH:24]=[CH:25][CH:26]=[C:21]([O:20][CH3:19])[CH:22]=3)=[O:34])[CH:15]=[N:14]2)=[CH:9][CH:8]=1)(=[O:6])[CH3:1]. (6) The product is: [Br:1][C:2]1[CH:3]=[C:4]([C:7]([OH:11])=[O:8])[S:5][CH:6]=1. Given the reactants [Br:1][C:2]1[CH:3]=[C:4]([CH:7]=[O:8])[S:5][CH:6]=1.CC(C)=[O:11].OS(O)(=O)=O.O=[Cr](=O)=O.[OH-].[Na+], predict the reaction product. (7) Given the reactants Br[C:2]1[CH:7]=[CH:6][C:5]([Br:8])=[CH:4][N:3]=1.[CH3:9][S-:10].[Na+], predict the reaction product. The product is: [Br:8][C:5]1[CH:6]=[CH:7][C:2]([S:10][CH3:9])=[N:3][CH:4]=1.